This data is from Full USPTO retrosynthesis dataset with 1.9M reactions from patents (1976-2016). The task is: Predict the reactants needed to synthesize the given product. (1) Given the product [O:16]=[C:8]1[CH2:9][C@@H:10]2[C@H:15]([CH2:14][CH2:13][CH2:12][CH2:11]2)[N:7]1[CH:4]1[CH2:3][CH2:2][N:1]([CH:17]2[CH2:18][CH2:19][N:20]([C:24]([O:26][CH:27]([CH3:29])[CH3:28])=[O:25])[CH2:21][CH2:22]2)[CH2:6][CH2:5]1, predict the reactants needed to synthesize it. The reactants are: [N:1]1([CH:17]2[CH2:22][CH2:21][NH:20][CH2:19][CH2:18]2)[CH2:6][CH2:5][CH:4]([N:7]2[C@@H:15]3[C@H:10]([CH2:11][CH2:12][CH2:13][CH2:14]3)[CH2:9][C:8]2=[O:16])[CH2:3][CH2:2]1.Cl[C:24]([O:26][CH:27]([CH3:29])[CH3:28])=[O:25].Cl. (2) Given the product [F:16][C:17]1[CH:22]=[C:21]([F:23])[CH:20]=[CH:19][C:18]=1[C:24]1[CH:29]=[CH:28][CH:27]=[C:26]([N:30]2[CH2:31][CH2:32][N:33]([C:8]([NH:7][C:3]3[N:2]=[N:1][CH:6]=[CH:5][CH:4]=3)=[O:15])[CH2:34][CH2:35]2)[CH:25]=1, predict the reactants needed to synthesize it. The reactants are: [N:1]1[CH:6]=[CH:5][CH:4]=[C:3]([NH:7][C:8](=[O:15])OCC(Cl)(Cl)Cl)[N:2]=1.[F:16][C:17]1[CH:22]=[C:21]([F:23])[CH:20]=[CH:19][C:18]=1[C:24]1[CH:29]=[CH:28][CH:27]=[C:26]([N:30]2[CH2:35][CH2:34][NH:33][CH2:32][CH2:31]2)[CH:25]=1. (3) The reactants are: I[C:2]1[N:3]=[CH:4][N:5]([C:7]([C:20]2[CH:25]=[CH:24][CH:23]=[CH:22][CH:21]=2)([C:14]2[CH:19]=[CH:18][CH:17]=[CH:16][CH:15]=2)[C:8]2[CH:13]=[CH:12][CH:11]=[CH:10][CH:9]=2)[CH:6]=1.CC[Mg+].[Br-].Br[C:31]1[C:40]([F:41])=[CH:39][CH:38]=[CH:37][C:32]=1[C:33]([O:35][CH3:36])=[O:34]. Given the product [F:41][C:40]1[C:31]([C:2]2[N:3]=[CH:4][N:5]([C:7]([C:8]3[CH:13]=[CH:12][CH:11]=[CH:10][CH:9]=3)([C:14]3[CH:19]=[CH:18][CH:17]=[CH:16][CH:15]=3)[C:20]3[CH:25]=[CH:24][CH:23]=[CH:22][CH:21]=3)[CH:6]=2)=[C:32]([CH:37]=[CH:38][CH:39]=1)[C:33]([O:35][CH3:36])=[O:34], predict the reactants needed to synthesize it. (4) Given the product [S:23]1[C:24]2[CH:30]=[CH:29][CH:28]=[CH:27][C:25]=2[N:26]=[C:22]1[CH2:21][O:20][C:19]1[CH:31]=[CH:32][C:16]2[N:14]([CH2:13][C:10]3[CH:11]=[CH:12][C:7]([N:1]4[CH2:6][CH2:5][CH2:4][CH2:3][CH2:2]4)=[CH:8][CH:9]=3)[C:45]([C@H:36]3[CH2:41][CH2:40][CH2:39][CH2:38][C@H:37]3[C:42]([OH:44])=[O:43])=[N:33][C:17]=2[CH:18]=1, predict the reactants needed to synthesize it. The reactants are: [N:1]1([C:7]2[CH:12]=[CH:11][C:10]([CH2:13][NH2:14])=[CH:9][CH:8]=2)[CH2:6][CH2:5][CH2:4][CH2:3][CH2:2]1.F[C:16]1[CH:32]=[CH:31][C:19]([O:20][CH2:21][C:22]2[S:23][C:24]3[CH:30]=[CH:29][CH:28]=[CH:27][C:25]=3[N:26]=2)=[CH:18][C:17]=1[N+:33]([O-])=O.[C@@H:36]12[C:45](=O)[O:44][C:42](=[O:43])[C@@H:37]1[CH2:38][CH2:39][CH2:40][CH2:41]2.